From a dataset of Forward reaction prediction with 1.9M reactions from USPTO patents (1976-2016). Predict the product of the given reaction. (1) Given the reactants [NH2:1][CH2:2][C@@H:3]1[O:7][C:6](=[O:8])[N:5]([C:9]2[CH:14]=[CH:13][C:12]([I:15])=[CH:11][CH:10]=2)[CH2:4]1.C(N(C(C)C)CC)(C)C.Cl[CH:26](Cl)[C:27](=[N:29][NH:30]S(C1C(C)=CC=CC=1)(=O)=O)[CH3:28], predict the reaction product. The product is: [I:15][C:12]1[CH:13]=[CH:14][C:9]([N:5]2[CH2:4][C@H:3]([CH2:2][N:1]3[CH:26]=[C:27]([CH3:28])[N:29]=[N:30]3)[O:7][C:6]2=[O:8])=[CH:10][CH:11]=1. (2) Given the reactants Cl[C:2]1[CH:7]=[C:6]([NH:8][C:9]2[CH:19]=[CH:18][C:12]([C:13]([O:15][CH2:16][CH3:17])=[O:14])=[CH:11][CH:10]=2)[C:5]([C:20](=[O:28])[NH:21][C:22]2[CH:23]=[N:24][CH:25]=[CH:26][CH:27]=2)=[CH:4][N:3]=1.[CH2:29]([NH:31][C:32]([NH2:34])=[O:33])[CH3:30].CC(C)([O-])C.[Na+].CC(C1C=C(C(C)C)C(C2C=CC=CC=2P(C2CCCCC2)C2CCCCC2)=C(C(C)C)C=1)C, predict the reaction product. The product is: [CH2:29]([NH:31][C:32](=[O:33])[NH:34][C:2]1[CH:7]=[C:6]([NH:8][C:9]2[CH:19]=[CH:18][C:12]([C:13]([O:15][CH2:16][CH3:17])=[O:14])=[CH:11][CH:10]=2)[C:5]([C:20](=[O:28])[NH:21][C:22]2[CH:23]=[N:24][CH:25]=[CH:26][CH:27]=2)=[CH:4][N:3]=1)[CH3:30]. (3) Given the reactants [Na].[CH2:2]([C:9]#[N:10])[C:3]1[CH:8]=[CH:7][CH:6]=[CH:5][CH:4]=1.[CH3:11][C:12]([CH3:16])=[CH:13][CH:14]=O, predict the reaction product. The product is: [CH3:11][C:12]([CH3:16])=[CH:13][CH:14]=[C:2]([C:3]1[CH:8]=[CH:7][CH:6]=[CH:5][CH:4]=1)[C:9]#[N:10]. (4) The product is: [F:1][C:2]1[CH:3]=[N:4][C:5]2[C:10]([C:11]=1[CH2:12][CH2:13][N:14]1[CH2:15][CH:16]([CH2:18][NH2:19])[CH2:17]1)=[N:9][C:8]([O:30][CH3:31])=[CH:7][CH:6]=2. Given the reactants [F:1][C:2]1[CH:3]=[N:4][C:5]2[C:10]([C:11]=1[CH2:12][CH2:13][N:14]1[CH2:17][CH:16]([CH2:18][NH:19]C(=O)OCC3C=CC=CC=3)[CH2:15]1)=[N:9][C:8]([O:30][CH3:31])=[CH:7][CH:6]=2, predict the reaction product. (5) The product is: [CH2:17]([O:16][CH2:15][CH2:14][C@H:13]([C:9]1[N:10]([S:44]([C:41]2[CH:42]=[CH:43][C:38]([CH3:48])=[CH:39][CH:40]=2)(=[O:46])=[O:45])[CH:11]=[CH:12][C:8]=1[C:6]([O:5][C:1]([CH3:4])([CH3:3])[CH3:2])=[O:7])[NH:24][C:25]([O:27][C:28]([CH3:31])([CH3:30])[CH3:29])=[O:26])[C:18]1[CH:23]=[CH:22][CH:21]=[CH:20][CH:19]=1. Given the reactants [C:1]([O:5][C:6]([C:8]1[CH:12]=[CH:11][NH:10][C:9]=1[C@H:13]([NH:24][C:25]([O:27][C:28]([CH3:31])([CH3:30])[CH3:29])=[O:26])[CH2:14][CH2:15][O:16][CH2:17][C:18]1[CH:23]=[CH:22][CH:21]=[CH:20][CH:19]=1)=[O:7])([CH3:4])([CH3:3])[CH3:2].CC(C)([O-])C.[Na+].[C:38]1([CH3:48])[CH:43]=[CH:42][C:41]([S:44](Cl)(=[O:46])=[O:45])=[CH:40][CH:39]=1.O, predict the reaction product. (6) The product is: [N:27]1[C:24]2[CH2:25][CH2:26][N:21]([C:14]3[C:15]4[O:20][CH:19]=[CH:18][C:16]=4[N:17]=[C:12]([NH:11][C:7]4[CH:6]=[C:5]5[C:10]([C:2]([CH3:1])=[N:3][NH:4]5)=[CH:9][CH:8]=4)[N:13]=3)[CH2:22][C:23]=2[NH:29][CH:28]=1. Given the reactants [CH3:1][C:2]1[C:10]2[C:5](=[CH:6][C:7]([NH:11][C:12]3[N:13]=[C:14]([N:21]4[CH2:26][CH2:25][C:24]5[N:27]=[CH:28][N:29](S(C6C=CC(C)=CC=6)(=O)=O)[C:23]=5[CH2:22]4)[C:15]4[O:20][CH:19]=[CH:18][C:16]=4[N:17]=3)=[CH:8][CH:9]=2)[N:4](C(OC(C)(C)C)=O)[N:3]=1.ClC1N=C(Cl)C2OC=CC=2N=1.[OH-].[Na+].[NH4+].[Cl-], predict the reaction product. (7) Given the reactants [F:1][C:2]1[CH:28]=[CH:27][C:5]([O:6][C@@H:7]2[CH2:12][CH2:11][C@H:10]([CH2:13][NH:14][C:15](=[O:26])[C:16]3[CH:21]=[CH:20][C:19]([O:22]COC)=[CH:18][CH:17]=3)[CH2:9][CH2:8]2)=[CH:4][CH:3]=1.[K+].[Br-], predict the reaction product. The product is: [F:1][C:2]1[CH:28]=[CH:27][C:5]([O:6][C@@H:7]2[CH2:12][CH2:11][C@H:10]([CH2:13][NH:14][C:15](=[O:26])[C:16]3[CH:17]=[CH:18][C:19]([OH:22])=[CH:20][CH:21]=3)[CH2:9][CH2:8]2)=[CH:4][CH:3]=1. (8) Given the reactants [F:1][C:2]1[C:7]([F:8])=[CH:6][C:5]([CH2:9][OH:10])=[C:4]([N+:11]([O-:13])=[O:12])[CH:3]=1.[Br:14][C:15]1[CH:16]=[C:17]([C@H:25]2[C:34]3[C:33](=[O:35])[CH2:32][C@@H:31]([CH2:36][CH2:37][CH3:38])[CH2:30][C:29]=3[NH:28][C:27]([CH3:39])=[C:26]2[C:40]#[N:41])[CH:18]=[C:19]([O:22][CH2:23][CH3:24])[C:20]=1O.C1(P(C2C=CC=CC=2)C2C=CC=CC=2)C=CC=CC=1.N(C(OC(C)C)=O)=NC(OC(C)C)=O, predict the reaction product. The product is: [Br:14][C:15]1[CH:16]=[C:17]([C@H:25]2[C:34]3[C:33](=[O:35])[CH2:32][C@@H:31]([CH2:36][CH2:37][CH3:38])[CH2:30][C:29]=3[NH:28][C:27]([CH3:39])=[C:26]2[C:40]#[N:41])[CH:18]=[C:19]([O:22][CH2:23][CH3:24])[C:20]=1[O:10][CH2:9][C:5]1[CH:6]=[C:7]([F:8])[C:2]([F:1])=[CH:3][C:4]=1[N+:11]([O-:13])=[O:12].